This data is from Forward reaction prediction with 1.9M reactions from USPTO patents (1976-2016). The task is: Predict the product of the given reaction. The product is: [OH:20][CH2:19][CH2:18][CH2:17][CH2:16][CH2:15][CH2:14][O:1][C:2]1[CH:3]=[CH:4][C:5]([C:6]([OH:8])=[O:7])=[CH:11][CH:12]=1. Given the reactants [OH:1][C:2]1[CH:12]=[CH:11][C:5]([C:6]([O:8]CC)=[O:7])=[CH:4][CH:3]=1.Br[CH2:14][CH2:15][CH2:16][CH2:17][CH2:18][CH2:19][OH:20].C(=O)([O-])[O-].[K+].[K+].CN(C)C(=O)C, predict the reaction product.